Dataset: Forward reaction prediction with 1.9M reactions from USPTO patents (1976-2016). Task: Predict the product of the given reaction. (1) The product is: [Br:19][C:7]1[CH:6]=[C:5]2[C:10](=[CH:9][CH:8]=1)[N:1]=[C:2]([NH2:12])[N:3]=[CH:4]2. Given the reactants [N:1]1[C:10]2[C:5](=[CH:6][C:7](N)=[CH:8][CH:9]=2)[CH:4]=[N:3][C:2]=1[NH2:12].N([O-])=O.[Na+].[OH-].[NH4+].[BrH:19], predict the reaction product. (2) Given the reactants CC([O-])(C)C.[K+].[NH2:7][C:8]1[CH:28]=[CH:27][C:11]([C:12]([N:14]2[CH2:19][CH2:18][N:17]([C:20]([O:22][C:23]([CH3:26])([CH3:25])[CH3:24])=[O:21])[CH2:16][CH2:15]2)=[O:13])=[CH:10][CH:9]=1.[Br:29][C:30]1[CH:31]=[CH:32][C:33](F)=[C:34]([CH:37]=1)[C:35]#[N:36].[NH4+].[Cl-], predict the reaction product. The product is: [Br:29][C:30]1[CH:31]=[CH:32][C:33]([NH:7][C:8]2[CH:9]=[CH:10][C:11]([C:12]([N:14]3[CH2:15][CH2:16][N:17]([C:20]([O:22][C:23]([CH3:25])([CH3:24])[CH3:26])=[O:21])[CH2:18][CH2:19]3)=[O:13])=[CH:27][CH:28]=2)=[C:34]([C:35]#[N:36])[CH:37]=1. (3) Given the reactants Cl.[NH2:2][C@:3]12[CH2:38][CH2:37][C@@H:36]([C:39]3([CH3:42])[CH2:41][CH2:40]3)[C@@H:4]1[C@@H:5]1[C@@:18]([CH3:21])([CH2:19][CH2:20]2)[C@@:17]2([CH3:22])[C@@H:8]([C@:9]3([CH3:35])[C@@H:14]([CH2:15][CH2:16]2)[C:13]([CH3:24])([CH3:23])[C:12]([C:25]2[CH:34]=[CH:33][C:28]([C:29]([O:31][CH3:32])=[O:30])=[CH:27][CH:26]=2)=[CH:11][CH2:10]3)[CH2:7][CH2:6]1.Cl.Cl[CH2:45][CH2:46][N:47]1[CH2:52][CH2:51][S:50](=[O:54])(=[O:53])[CH2:49][CH2:48]1.P([O-])([O-])([O-])=O.[K+].[K+].[K+].[I-].[K+].C(O)(C(F)(F)F)=O, predict the reaction product. The product is: [O:53]=[S:50]1(=[O:54])[CH2:51][CH2:52][N:47]([CH2:46][CH2:45][NH:2][C@:3]23[CH2:38][CH2:37][C@@H:36]([C:39]4([CH3:42])[CH2:41][CH2:40]4)[C@@H:4]2[C@@H:5]2[C@@:18]([CH3:21])([CH2:19][CH2:20]3)[C@@:17]3([CH3:22])[C@@H:8]([C@:9]4([CH3:35])[C@@H:14]([CH2:15][CH2:16]3)[C:13]([CH3:23])([CH3:24])[C:12]([C:25]3[CH:26]=[CH:27][C:28]([C:29]([O:31][CH3:32])=[O:30])=[CH:33][CH:34]=3)=[CH:11][CH2:10]4)[CH2:7][CH2:6]2)[CH2:48][CH2:49]1. (4) Given the reactants [F:1][C:2]([F:11])([F:10])[CH2:3][CH2:4][CH:5]([C:8]#[N:9])[C:6]#[N:7].[CH:12]([C:14]([CH3:16])=[O:15])=[CH2:13].C(=O)([O-])[O-].[K+].[K+].Cl, predict the reaction product. The product is: [F:1][C:2]([F:10])([F:11])[CH2:3][CH2:4][C:5]([CH2:13][CH2:12][C:14](=[O:15])[CH3:16])([C:8]#[N:9])[C:6]#[N:7]. (5) Given the reactants CC(OI1(OC(C)=O)(OC(C)=O)OC(=O)C2C=CC=CC1=2)=O.Cl[C:24]1[CH:25]=[C:26]([CH:30]=[CH:31][CH:32]=1)[CH2:27][CH2:28][OH:29].C(Cl)[Cl:34], predict the reaction product. The product is: [Cl:34][C:32]1[CH:31]=[CH:30][C:26]([CH2:27][CH:28]=[O:29])=[CH:25][CH:24]=1.